Dataset: NCI-60 drug combinations with 297,098 pairs across 59 cell lines. Task: Regression. Given two drug SMILES strings and cell line genomic features, predict the synergy score measuring deviation from expected non-interaction effect. Drug 1: C1=CC(=CC=C1CCC2=CNC3=C2C(=O)NC(=N3)N)C(=O)NC(CCC(=O)O)C(=O)O. Drug 2: C1=CC(=CC=C1C#N)C(C2=CC=C(C=C2)C#N)N3C=NC=N3. Cell line: HS 578T. Synergy scores: CSS=0.640, Synergy_ZIP=-4.40, Synergy_Bliss=-8.23, Synergy_Loewe=-19.3, Synergy_HSA=-10.7.